This data is from Reaction yield outcomes from USPTO patents with 853,638 reactions. The task is: Predict the reaction yield, written as a fraction of the theoretical maximum amount of product (1.0 means a 100% yield; for example, 0.34 means a 34% yield). (1) The reactants are [C:1]([C:4]1[CH:9]=[CH:8][C:7]([N:10]2[C:14]([Cl:15])=[CH:13][C:12]([NH2:16])=[C:11]2[C:17]([O:19][CH2:20][CH3:21])=[O:18])=[CH:6][CH:5]=1)(=[O:3])[CH3:2].[C:22]([CH2:24][C:25](O)=[O:26])#[N:23].C(N(CC)CC)C.C(Cl)CCl.C1C=CC2N(O)N=NC=2C=1. The catalyst is C(Cl)Cl. The product is [C:1]([C:4]1[CH:5]=[CH:6][C:7]([N:10]2[C:14]([Cl:15])=[CH:13][C:12]([NH:16][C:25](=[O:26])[CH2:24][C:22]#[N:23])=[C:11]2[C:17]([O:19][CH2:20][CH3:21])=[O:18])=[CH:8][CH:9]=1)(=[O:3])[CH3:2]. The yield is 0.930. (2) The reactants are [CH3:1][N:2]1[CH:10]=[C:9]2[C:4]([CH:5]=[CH:6][CH:7]=[C:8]2[C@@H:11]2[CH2:13][C@H:12]2[CH2:14][OH:15])=[N:3]1.C[N+]1([O-])CCOCC1.CC(O)C. The catalyst is C(#N)C. The product is [CH3:1][N:2]1[CH:10]=[C:9]2[C:4]([CH:5]=[CH:6][CH:7]=[C:8]2[C@@H:11]2[CH2:13][C@H:12]2[CH:14]=[O:15])=[N:3]1. The yield is 0.770. (3) The reactants are [Si:1]([O:8][C@@H:9]1[CH2:14][CH2:13][C:12](=[O:15])[N:11]([CH2:16][C:17]2[CH:22]=[CH:21][C:20]([O:23][CH3:24])=[CH:19][CH:18]=2)[C:10]1=[O:25])([C:4]([CH3:7])([CH3:6])[CH3:5])([CH3:3])[CH3:2].CO.[BH4-].[Na+]. The catalyst is ClCCl. The product is [Si:1]([O:8][C@H:9]1[CH:10]([OH:25])[N:11]([CH2:16][C:17]2[CH:22]=[CH:21][C:20]([O:23][CH3:24])=[CH:19][CH:18]=2)[C:12](=[O:15])[CH2:13][CH2:14]1)([C:4]([CH3:7])([CH3:6])[CH3:5])([CH3:3])[CH3:2]. The yield is 0.760. (4) The yield is 0.910. The catalyst is C(Cl)Cl. The reactants are [CH3:1][C:2]1[CH:3]=[CH:4][CH:5]=[CH:6][C:7]=1[NH2:8].CCN(CC)CC.[CH3:16][C:17]([CH3:22])([CH3:21])[C:18](Cl)=[O:19]. The product is [C:2]1([CH3:1])[CH:3]=[CH:4][CH:5]=[CH:6][C:7]=1[NH:8][C:18](=[O:19])[C:17]([CH3:22])([CH3:21])[CH3:16]. (5) The reactants are [CH:1]([S:4]([C:7]1[CH:12]=[CH:11][C:10]([C:13]2[N:14]=[CH:15][C:16]([NH2:19])=[N:17][CH:18]=2)=[CH:9][CH:8]=1)(=[O:6])=[O:5])([CH3:3])[CH3:2].[Br:20]N1C(=O)CCC1=O.O. The catalyst is CN(C=O)C. The product is [Br:20][C:15]1[C:16]([NH2:19])=[N:17][CH:18]=[C:13]([C:10]2[CH:11]=[CH:12][C:7]([S:4]([CH:1]([CH3:3])[CH3:2])(=[O:5])=[O:6])=[CH:8][CH:9]=2)[N:14]=1. The yield is 0.620. (6) The reactants are [CH3:1][C:2]1[CH:7]=[C:6]([CH2:8][N:9]2[CH2:13][CH2:12][CH2:11][CH2:10]2)[CH:5]=[CH:4][C:3]=1[NH:14][C:15]1[O:16][CH2:17][C:18](=[O:23])[C:19]=1[C:20]([O-:22])=[O:21].[NH:24]1[C:32]2[C:27](=[CH:28][CH:29]=[CH:30][N:31]=2)[C:26]([CH:33]=O)=[CH:25]1.N1CCC[CH2:37][CH2:36]1. The catalyst is C(O)C. The product is [NH:24]1[C:32]2=[N:31][CH:30]=[CH:29][CH:28]=[C:27]2[C:26]([CH:33]=[C:17]2[O:16][C:15]([NH:14][C:3]3[CH:4]=[CH:5][C:6]([CH2:8][N:9]4[CH2:13][CH2:12][CH2:11][CH2:10]4)=[CH:7][C:2]=3[CH3:1])=[C:19]([C:20]([O:22][CH2:36][CH3:37])=[O:21])[C:18]2=[O:23])=[CH:25]1. The yield is 0.100.